From a dataset of Forward reaction prediction with 1.9M reactions from USPTO patents (1976-2016). Predict the product of the given reaction. (1) Given the reactants C([Sn](CCCC)(CCCC)/[CH:6]=[CH:7]/[CH2:8][N:9]1[CH2:14][CH2:13][O:12][CH2:11][CH2:10]1)CCC.Br[C:24]1[CH:25]=[CH:26][C:27]([O:47][CH3:48])=[C:28]([C:30]([C:32]2[CH:37]=[CH:36][C:35]([NH:38][C:39]3[CH:44]=[CH:43][C:42]([F:45])=[CH:41][C:40]=3[F:46])=[CH:34][CH:33]=2)=[O:31])[CH:29]=1.C1C=CC(P(C2C=CC=CC=2)C2C=CC=CC=2)=CC=1, predict the reaction product. The product is: [F:46][C:40]1[CH:41]=[C:42]([F:45])[CH:43]=[CH:44][C:39]=1[NH:38][C:35]1[CH:34]=[CH:33][C:32]([C:30]([C:28]2[CH:29]=[C:24](/[CH:6]=[CH:7]/[CH2:8][N:9]3[CH2:10][CH2:11][O:12][CH2:13][CH2:14]3)[CH:25]=[CH:26][C:27]=2[O:47][CH3:48])=[O:31])=[CH:37][CH:36]=1. (2) Given the reactants [N+:1]([C:4]1[CH:18]=[CH:17][CH:16]=[CH:15][C:5]=1[O:6][C:7]1[CH:8]=[C:9]([CH:12]=[CH:13][CH:14]=1)[C:10]#[N:11])([O-])=O, predict the reaction product. The product is: [NH2:1][C:4]1[CH:18]=[CH:17][CH:16]=[CH:15][C:5]=1[O:6][C:7]1[CH:8]=[C:9]([CH:12]=[CH:13][CH:14]=1)[C:10]#[N:11]. (3) Given the reactants C(=O)([O-])[O-].[K+].[K+].O.CO.C([O:13][C@@H:14]1[C@H:18]([O:19][CH2:20][C:21]2[CH:26]=[CH:25][CH:24]=[CH:23][CH:22]=2)[C@@:17]([CH2:46][O:47][S:48]([C:51]2[CH:56]=[CH:55][C:54]([CH3:57])=[CH:53][CH:52]=2)(=[O:50])=[O:49])([CH2:27][O:28][Si:29]([C:42]([CH3:45])([CH3:44])[CH3:43])([C:36]2[CH:41]=[CH:40][CH:39]=[CH:38][CH:37]=2)[C:30]2[CH:35]=[CH:34][CH:33]=[CH:32][CH:31]=2)[O:16][C@H:15]1[N:58]1[CH:65]=[C:64]([CH3:66])[C:62](=[O:63])[NH:61][C:59]1=[O:60])(=O)C, predict the reaction product. The product is: [CH2:20]([O:19][C@@H:18]1[C@@:17]([CH2:46][O:47][S:48]([C:51]2[CH:56]=[CH:55][C:54]([CH3:57])=[CH:53][CH:52]=2)(=[O:49])=[O:50])([CH2:27][O:28][Si:29]([C:42]([CH3:44])([CH3:43])[CH3:45])([C:36]2[CH:37]=[CH:38][CH:39]=[CH:40][CH:41]=2)[C:30]2[CH:35]=[CH:34][CH:33]=[CH:32][CH:31]=2)[O:16][C@@H:15]([N:58]2[CH:65]=[C:64]([CH3:66])[C:62](=[O:63])[NH:61][C:59]2=[O:60])[C@@H:14]1[OH:13])[C:21]1[CH:22]=[CH:23][CH:24]=[CH:25][CH:26]=1. (4) Given the reactants [F:1][C:2]1[CH:7]=[CH:6][C:5]([C:8]2[CH:12]=[C:11]([NH2:13])[NH:10][N:9]=2)=[CH:4][CH:3]=1.O.[N+:15]([CH:18]([CH:21]=O)[CH:19]=O)([O-:17])=[O:16].[Na], predict the reaction product. The product is: [F:1][C:2]1[CH:3]=[CH:4][C:5]([C:8]2[C:12]3[C:11](=[N:13][CH:19]=[C:18]([N+:15]([O-:17])=[O:16])[CH:21]=3)[NH:10][N:9]=2)=[CH:6][CH:7]=1. (5) Given the reactants [C:1]1([C:14]2[CH:19]=[CH:18][CH:17]=[CH:16][CH:15]=2)[CH:6]=[CH:5][C:4]([NH:7][C:8](=[O:13])[CH2:9][C:10]([OH:12])=O)=[CH:3][CH:2]=1.CCN(C(C)C)C(C)C.C1C=CC2N(O)N=NC=2C=1.CCN=C=NCCCN(C)C.Cl.Cl.Cl.[CH3:53][C:54]1[CH:59]=[CH:58][C:57]([CH3:60])=[CH:56][C:55]=1[NH:61][CH:62]1[CH2:67][CH2:66][NH:65][CH2:64][CH2:63]1, predict the reaction product. The product is: [C:1]1([C:14]2[CH:19]=[CH:18][CH:17]=[CH:16][CH:15]=2)[CH:2]=[CH:3][C:4]([NH:7][C:8](=[O:13])[CH2:9][C:10]([N:65]2[CH2:66][CH2:67][CH:62]([NH:61][C:55]3[CH:56]=[C:57]([CH3:60])[CH:58]=[CH:59][C:54]=3[CH3:53])[CH2:63][CH2:64]2)=[O:12])=[CH:5][CH:6]=1. (6) Given the reactants Br[C:2]1[CH:11]=[C:10](Br)[C:9]([NH2:13])=[C:8]2[C:3]=1[CH:4]=[CH:5][CH:6]=[N:7]2.[C:14]1(B(O)O)[CH:19]=[CH:18][CH:17]=[CH:16][CH:15]=1.[F-].[Cs+], predict the reaction product. The product is: [C:14]1([C:2]2[CH:11]=[C:10]([C:2]3[CH:11]=[CH:10][CH:9]=[CH:8][CH:3]=3)[C:9]([NH2:13])=[C:8]3[C:3]=2[CH:4]=[CH:5][CH:6]=[N:7]3)[CH:19]=[CH:18][CH:17]=[CH:16][CH:15]=1. (7) Given the reactants C([Li])CCC.[Cl:6][C:7]1[CH:12]=[CH:11][CH:10]=[C:9]([F:13])[C:8]=1[F:14].C(O[B:19]1[O:23][C:22]([CH3:25])([CH3:24])[C:21]([CH3:27])([CH3:26])[O:20]1)(C)C, predict the reaction product. The product is: [Cl:6][C:7]1[CH:12]=[CH:11][C:10]([B:19]2[O:23][C:22]([CH3:25])([CH3:24])[C:21]([CH3:27])([CH3:26])[O:20]2)=[C:9]([F:13])[C:8]=1[F:14]. (8) The product is: [CH2:1]([N:8]1[CH2:13][CH2:12][C:11]([N:17]2[CH2:22][CH2:21][O:20][CH2:19][CH2:18]2)([C:14]#[N:15])[CH2:10][CH2:9]1)[C:2]1[CH:7]=[CH:6][CH:5]=[CH:4][CH:3]=1. Given the reactants [CH2:1]([N:8]1[CH2:13][CH2:12][C:11](O)([C:14]#[N:15])[CH2:10][CH2:9]1)[C:2]1[CH:7]=[CH:6][CH:5]=[CH:4][CH:3]=1.[NH:17]1[CH2:22][CH2:21][O:20][CH2:19][CH2:18]1, predict the reaction product. (9) Given the reactants C[O:2][C:3](=[O:36])[C:4]1[CH:9]=[CH:8][C:7]([NH:10][C:11]([N:13]([CH:29]2[CH2:34][CH2:33][CH2:32][CH2:31][CH2:30]2)[C:14]2[N:15]([C:23]3[CH:28]=[CH:27][CH:26]=[CH:25][CH:24]=3)[N:16]=[C:17]3[C:22]=2[CH:21]=[CH:20][CH:19]=[CH:18]3)=[O:12])=[C:6]([CH3:35])[CH:5]=1.[OH-].[Li+], predict the reaction product. The product is: [CH:29]1([N:13]([C:14]2[N:15]([C:23]3[CH:28]=[CH:27][CH:26]=[CH:25][CH:24]=3)[N:16]=[C:17]3[C:22]=2[CH:21]=[CH:20][CH:19]=[CH:18]3)[C:11](=[O:12])[NH:10][C:7]2[CH:8]=[CH:9][C:4]([C:3]([OH:36])=[O:2])=[CH:5][C:6]=2[CH3:35])[CH2:30][CH2:31][CH2:32][CH2:33][CH2:34]1.